This data is from Peptide-MHC class II binding affinity with 134,281 pairs from IEDB. The task is: Regression. Given a peptide amino acid sequence and an MHC pseudo amino acid sequence, predict their binding affinity value. This is MHC class II binding data. (1) The peptide sequence is PGHGISVGSLGRYKD. The MHC is HLA-DPA10201-DPB10101 with pseudo-sequence HLA-DPA10201-DPB10101. The binding affinity (normalized) is 0.00825. (2) The peptide sequence is SDDQISIMKLPLSTK. The MHC is DRB4_0101 with pseudo-sequence DRB4_0103. The binding affinity (normalized) is 0.841. (3) The peptide sequence is DGCWYPMEIRPRKTHHHHHHH. The MHC is HLA-DQA10103-DQB10603 with pseudo-sequence HLA-DQA10103-DQB10603. The binding affinity (normalized) is 0. (4) The peptide sequence is EKKYFAATQIEPLAA. The MHC is DRB1_1001 with pseudo-sequence DRB1_1001. The binding affinity (normalized) is 0.838. (5) The peptide sequence is PGVDYTITVYAVTYY. The MHC is DRB1_1501 with pseudo-sequence DRB1_1501. The binding affinity (normalized) is 0.621. (6) The peptide sequence is AFILHGDNLFPKV. The MHC is HLA-DQA10501-DQB10201 with pseudo-sequence HLA-DQA10501-DQB10201. The binding affinity (normalized) is 0.675.